Dataset: Forward reaction prediction with 1.9M reactions from USPTO patents (1976-2016). Task: Predict the product of the given reaction. (1) Given the reactants [F:1][C:2]1[CH:7]=[CH:6][CH:5]=[C:4]([F:8])[C:3]=1[CH2:9][NH2:10].[Br:11][C:12]1[CH:13]=[CH:14][C:15]2[N:16]([CH:18]=[C:19]([C:21](OCC)=[O:22])[N:20]=2)[CH:17]=1, predict the reaction product. The product is: [Br:11][C:12]1[CH:13]=[CH:14][C:15]2[N:16]([CH:18]=[C:19]([C:21]([NH:10][CH2:9][C:3]3[C:2]([F:1])=[CH:7][CH:6]=[CH:5][C:4]=3[F:8])=[O:22])[N:20]=2)[CH:17]=1. (2) Given the reactants [O:1]=[C:2]1[CH:7]=[CH:6][N:5]([C:8]([O:10][CH2:11][C:12]2[CH:17]=[CH:16][CH:15]=[CH:14][CH:13]=2)=[O:9])[CH:4]([C:18]2[CH:23]=[CH:22][C:21]([C:24]([F:27])([F:26])[F:25])=[CH:20][CH:19]=2)[CH2:3]1.Br[CH2:29][C:30]([O:32][CH3:33])=[O:31], predict the reaction product. The product is: [CH3:33][O:32][C:30](=[O:31])[CH2:29][CH:3]1[C:2](=[O:1])[CH:7]=[CH:6][N:5]([C:8]([O:10][CH2:11][C:12]2[CH:13]=[CH:14][CH:15]=[CH:16][CH:17]=2)=[O:9])[CH:4]1[C:18]1[CH:19]=[CH:20][C:21]([C:24]([F:27])([F:25])[F:26])=[CH:22][CH:23]=1. (3) Given the reactants [CH3:1][C:2]1[N:3]=[CH:4][N:5]([C:7]2[CH:8]=[C:9]([NH:13][C:14]3[C:23]4[CH2:22][CH2:21][C:20]5[CH:24]=[CH:25][CH:26]=[CH:27][C:19]=5[C:18]=4[N:17]=[CH:16][N:15]=3)[CH:10]=[CH:11][CH:12]=2)[CH:6]=1.[ClH:28].C(OCC)(=O)C.C(OC(C)C)(C)C, predict the reaction product. The product is: [ClH:28].[CH3:1][C:2]1[N:3]=[CH:4][N:5]([C:7]2[CH:8]=[C:9]([NH:13][C:14]3[C:23]4[CH2:22][CH2:21][C:20]5[CH:24]=[CH:25][CH:26]=[CH:27][C:19]=5[C:18]=4[N:17]=[CH:16][N:15]=3)[CH:10]=[CH:11][CH:12]=2)[CH:6]=1. (4) Given the reactants Cl.[NH2:2][C:3]1[C:4]2[C:14]([O:15][CH2:16][C@H:17]3[CH2:22][CH2:21][CH2:20][NH2+:19][CH2:18]3)=[CH:13][CH:12]=[CH:11][C:5]=2[NH:6][S:7](=[O:10])(=[O:9])[N:8]=1.C1COCC1.C([O-])(O)=O.[Na+].[CH:33]1([C:38](Cl)=[O:39])[CH2:37][CH2:36][CH2:35][CH2:34]1, predict the reaction product. The product is: [NH2:2][C:3]1[C:4]2[C:14]([O:15][CH2:16][C@H:17]3[CH2:22][CH2:21][CH2:20][N:19]([C:38]([CH:33]4[CH2:37][CH2:36][CH2:35][CH2:34]4)=[O:39])[CH2:18]3)=[CH:13][CH:12]=[CH:11][C:5]=2[NH:6][S:7](=[O:9])(=[O:10])[N:8]=1.